This data is from Forward reaction prediction with 1.9M reactions from USPTO patents (1976-2016). The task is: Predict the product of the given reaction. (1) Given the reactants [Si]([O:8][CH2:9][CH2:10][O:11][C:12]1[CH:21]=[C:20]2[C:15]([C:16]([NH:27][C:28]3[CH:33]=[CH:32][C:31]([F:34])=[CH:30][C:29]=3[F:35])=[C:17]([C:22](OCC)=[O:23])[CH:18]=[N:19]2)=[CH:14][C:13]=1[N:36]1[CH2:41][CH2:40][N:39]([CH3:42])[CH2:38][CH2:37]1)(C(C)(C)C)(C)C.C([NH2:45])=O.C[O-].[Na+].CO, predict the reaction product. The product is: [F:35][C:29]1[CH:30]=[C:31]([F:34])[CH:32]=[CH:33][C:28]=1[NH:27][C:16]1[C:15]2[C:20](=[CH:21][C:12]([O:11][CH2:10][CH2:9][OH:8])=[C:13]([N:36]3[CH2:37][CH2:38][N:39]([CH3:42])[CH2:40][CH2:41]3)[CH:14]=2)[N:19]=[CH:18][C:17]=1[C:22]([NH2:45])=[O:23]. (2) Given the reactants [NH:1]1[CH2:5][CH2:4][CH2:3][CH:2]1[CH2:6][NH2:7].[C:8]1([C:14](Cl)([C:21]2[CH:26]=[CH:25][CH:24]=[CH:23][CH:22]=2)[C:15]2[CH:20]=[CH:19][CH:18]=[CH:17][CH:16]=2)[CH:13]=[CH:12][CH:11]=[CH:10][CH:9]=1.C(N(CC)CC)C, predict the reaction product. The product is: [NH:1]1[CH2:5][CH2:4][CH2:3][CH:2]1[CH2:6][NH:7][C:14]([C:8]1[CH:13]=[CH:12][CH:11]=[CH:10][CH:9]=1)([C:21]1[CH:22]=[CH:23][CH:24]=[CH:25][CH:26]=1)[C:15]1[CH:16]=[CH:17][CH:18]=[CH:19][CH:20]=1. (3) Given the reactants [N:1]1([C:7]([C:9]2[CH:13]=[C:12](Br)[S:11][CH:10]=2)=[O:8])[CH2:6][CH2:5][CH2:4][CH2:3][CH2:2]1.C([Sn](CCCC)(CCCC)[C:20]1[CH:25]=[CH:24][CH:23]=[CH:22][N:21]=1)CCC, predict the reaction product. The product is: [N:1]1([C:7]([C:9]2[CH:13]=[C:12]([C:20]3[CH:25]=[CH:24][CH:23]=[CH:22][N:21]=3)[S:11][CH:10]=2)=[O:8])[CH2:6][CH2:5][CH2:4][CH2:3][CH2:2]1. (4) Given the reactants Br[C:2]1[CH:7]=[CH:6][C:5]([S:8]([NH:11][C:12]2[CH:13]=[C:14]([NH:20][C:21](=[O:33])[C@@H:22]([N:24]([CH3:32])[C:25](=[O:31])[O:26][C:27]([CH3:30])([CH3:29])[CH3:28])[CH3:23])[CH:15]=[CH:16][C:17]=2[O:18][CH3:19])(=[O:10])=[O:9])=[C:4]([Cl:34])[CH:3]=1.CC1(C)C(C)(C)OB([C:43]2[O:44][C:45]([CH3:48])=[CH:46][CH:47]=2)O1.C(=O)([O-])[O-].[Na+].[Na+].O, predict the reaction product. The product is: [Cl:34][C:4]1[CH:3]=[C:2]([C:43]2[O:44][C:45]([CH3:48])=[CH:46][CH:47]=2)[CH:7]=[CH:6][C:5]=1[S:8]([NH:11][C:12]1[CH:13]=[C:14]([NH:20][C:21](=[O:33])[C@@H:22]([N:24]([CH3:32])[C:25](=[O:31])[O:26][C:27]([CH3:30])([CH3:29])[CH3:28])[CH3:23])[CH:15]=[CH:16][C:17]=1[O:18][CH3:19])(=[O:10])=[O:9].